Dataset: Catalyst prediction with 721,799 reactions and 888 catalyst types from USPTO. Task: Predict which catalyst facilitates the given reaction. (1) Reactant: [Br:1][C:2]1[CH:7]=[C:6]([CH3:8])[C:5]([OH:9])=[C:4]([O:10][CH3:11])[CH:3]=1.C([O-])([O-])=O.[K+].[K+].I[CH2:19][CH2:20][CH2:21][CH2:22][CH2:23][CH2:24][CH2:25][CH3:26]. Product: [Br:1][C:2]1[CH:7]=[C:6]([CH3:8])[C:5]([O:9][CH2:19][CH2:20][CH2:21][CH2:22][CH2:23][CH2:24][CH2:25][CH3:26])=[C:4]([O:10][CH3:11])[CH:3]=1. The catalyst class is: 10. (2) Reactant: ClCCl.Br[C:5]1[CH:6]=[CH:7][CH:8]=[C:9]2[C:13]=1[C:12](=[O:14])[N:11]([CH2:15][CH2:16][C:17]1[CH:26]=[CH:25][C:24]3[C:19](=[CH:20][CH:21]=[CH:22][CH:23]=3)[N:18]=1)[CH2:10]2.[C:27]([C:29]1[S:33][C:32](B(O)O)=[CH:31][CH:30]=1)#[N:28].C([O-])([O-])=O.[Cs+].[Cs+]. Product: [O:14]=[C:12]1[C:13]2[C:9](=[CH:8][CH:7]=[CH:6][C:5]=2[C:32]2[S:33][C:29]([C:27]#[N:28])=[CH:30][CH:31]=2)[CH2:10][N:11]1[CH2:15][CH2:16][C:17]1[CH:26]=[CH:25][C:24]2[C:19](=[CH:20][CH:21]=[CH:22][CH:23]=2)[N:18]=1. The catalyst class is: 12. (3) Reactant: [OH:1][C:2]1[CH:9]=[CH:8][C:5]([CH:6]=[O:7])=[CH:4][CH:3]=1.C(=O)([O-])[O-].[Cs+].[Cs+].Cl[CH2:17][CH2:18][O:19][CH3:20]. Product: [CH3:20][O:19][CH2:18][CH2:17][O:1][C:2]1[CH:9]=[CH:8][C:5]([CH:6]=[O:7])=[CH:4][CH:3]=1. The catalyst class is: 47. (4) Reactant: Cl[C:2]1[CH:7]=[CH:6][N:5]=[C:4]([N:8]2[CH2:13][CH2:12][O:11][CH2:10][CH2:9]2)[N:3]=1.[OH:14][CH:15]1[CH2:18][N:17]([C:19]2[CH:24]=[CH:23][C:22]([C@@H:25]([NH:27][C:28](=[O:30])[CH3:29])[CH3:26])=[CH:21][CH:20]=2)[CH2:16]1.[H-].[Na+].O. The catalyst class is: 3. Product: [N:8]1([C:4]2[N:3]=[C:2]([O:14][CH:15]3[CH2:16][N:17]([C:19]4[CH:20]=[CH:21][C:22]([C@@H:25]([NH:27][C:28](=[O:30])[CH3:29])[CH3:26])=[CH:23][CH:24]=4)[CH2:18]3)[CH:7]=[CH:6][N:5]=2)[CH2:13][CH2:12][O:11][CH2:10][CH2:9]1. (5) Reactant: [CH2:1]([C@H:8]1[CH2:13][N:12]([C:14]2[CH:23]=[CH:22][C:21]([O:24][CH3:25])=[C:20]3[C:15]=2[CH:16]=[CH:17][C:18]([C:26]([F:29])([F:28])[F:27])=[N:19]3)[CH2:11][CH2:10][N:9]1[CH2:30][C:31](O)=[O:32])[C:2]1[CH:7]=[CH:6][CH:5]=[CH:4][CH:3]=1.[O:34]1[CH2:39][CH2:38][CH2:37][CH2:36][CH:35]1[O:40][NH2:41].C1CCC(N=C=NC2CCCCC2)CC1.CCOC(C)=O. Product: [CH2:1]([C@H:8]1[CH2:13][N:12]([C:14]2[CH:23]=[CH:22][C:21]([O:24][CH3:25])=[C:20]3[C:15]=2[CH:16]=[CH:17][C:18]([C:26]([F:27])([F:29])[F:28])=[N:19]3)[CH2:11][CH2:10][N:9]1[CH2:30][C:31]([NH:41][O:40][CH:35]1[CH2:36][CH2:37][CH2:38][CH2:39][O:34]1)=[O:32])[C:2]1[CH:3]=[CH:4][CH:5]=[CH:6][CH:7]=1. The catalyst class is: 64. (6) Reactant: [CH2:1]([O:3][C:4](=[O:19])[CH2:5][C:6]1[N:7]=[C:8]([NH:11][C:12]([O:14][C:15]([CH3:18])([CH3:17])[CH3:16])=[O:13])[S:9][CH:10]=1)[CH3:2].C1CCN2C(=NCCC2)CC1.[CH3:31][O:32][C:33]1[CH:40]=[CH:39][C:36]([CH2:37]Cl)=[CH:35][CH:34]=1. Product: [CH2:1]([O:3][C:4](=[O:19])[CH2:5][C:6]1[N:7]=[C:8]([N:11]([C:12]([O:14][C:15]([CH3:18])([CH3:17])[CH3:16])=[O:13])[CH2:37][C:36]2[CH:39]=[CH:40][C:33]([O:32][CH3:31])=[CH:34][CH:35]=2)[S:9][CH:10]=1)[CH3:2]. The catalyst class is: 4. (7) Reactant: [CH3:1][N:2]1[C:7](=[O:8])[CH:6]=[C:5]([C:9]2[CH:14]=[CH:13][N:12]=[CH:11][CH:10]=2)[N:4]=[C:3]1[CH:15]1[CH2:20][CH2:19][NH:18][CH2:17][CH2:16]1.[C:21](O[BH-](OC(=O)C)OC(=O)C)(=O)C.[Na+].C=O. Product: [CH3:1][N:2]1[C:7](=[O:8])[CH:6]=[C:5]([C:9]2[CH:14]=[CH:13][N:12]=[CH:11][CH:10]=2)[N:4]=[C:3]1[CH:15]1[CH2:20][CH2:19][N:18]([CH3:21])[CH2:17][CH2:16]1. The catalyst class is: 130. (8) Reactant: [CH:1]([CH:4]1[C:9](=[O:10])[NH:8][C:7]2[CH:11]=[CH:12][CH:13]=[C:14]([CH:15]([CH3:17])[CH3:16])[C:6]=2[O:5]1)([CH3:3])[CH3:2].C(=O)([O-])[O-].[K+].[K+].[CH3:24][O:25][C:26](=[O:36])[C:27]([CH3:35])([CH3:34])[CH2:28]OS(C)(=O)=O.[I-].[Na+].C(O)(=O)CC(CC(O)=O)(C(O)=O)O. Product: [CH3:24][O:25][C:26](=[O:36])[C:27]([CH3:35])([CH3:34])[CH2:28][N:8]1[C:7]2[CH:11]=[CH:12][CH:13]=[C:14]([CH:15]([CH3:17])[CH3:16])[C:6]=2[O:5][CH:4]([CH:1]([CH3:3])[CH3:2])[C:9]1=[O:10]. The catalyst class is: 9.